From a dataset of Drug-target binding data from BindingDB using IC50 measurements. Regression. Given a target protein amino acid sequence and a drug SMILES string, predict the binding affinity score between them. We predict pIC50 (pIC50 = -log10(IC50 in M); higher means more potent). Dataset: bindingdb_ic50. The small molecule is CN1C2CC[C@@H]1C[C@H](c1ccc(Cl)cc1)C2c1cc(-c2ccccc2)no1. The target protein (P31652) has sequence METTPLNSQKVLSECKDREDCQENGVLQKGVPTTADRAEPSQISNGYSAVPSTSAGDEASHSIPAATTTLVAEIRQGERETWGKKMDFLLSVIGYAVDLGNIWRFPYICYQNGGGAFLLPYTIMAIFGGIPLFYMELALGQYHRNGCISIWRKICPIFKGIGYAICIIAFYIASYYNTIIAWALYYLISSLTDRLPWTSCTNSWNTGNCTNYFAQDNITWTLHSTSPAEEFYLRHVLQIHQSKGLQDLGTISWQLTLCIVLIFTVIYFSIWKGVKTSGKVVWVTATFPYIVLSVLLVRGATLPGAWRGVVFYLKPNWQKLLETGVWVDAAAQIFFSLGPGFGVLLAFASYNKFNNNCYQDALVTSVVNCMTSFVSGFVIFTVLGYMAEMRNEDVSEVAKDAGPSLLFITYAEAIANMPASTFFAIIFFLMLITLGLDSTFAGLEGVITAVLDEFPHIWAKRREWFVLIVVITCVLGSLLTLTSGGAYVVTLLEEYATGPA.... The pIC50 is 5.6.